The task is: Predict the reactants needed to synthesize the given product.. This data is from Full USPTO retrosynthesis dataset with 1.9M reactions from patents (1976-2016). (1) The reactants are: Cl.[CH3:2][O:3][C:4](=[O:7])[CH2:5][NH2:6].[F:8][C:9]([F:35])([F:34])[C:10]1[CH:15]=[CH:14][C:13]([C:16]2[C:17]([C:22]([NH:24][C:25]3[CH:26]=[C:27]([C:31](O)=[O:32])[N:28]([CH3:30])[CH:29]=3)=[O:23])=[CH:18][CH:19]=[CH:20][CH:21]=2)=[CH:12][CH:11]=1.CN(C(ON1N=NC2C=CC=CC1=2)=[N+](C)C)C.[B-](F)(F)(F)F.C(N(C(C)C)C(C)C)C. Given the product [CH3:2][O:3][C:4]([CH2:5][NH:6][C:31]([C:27]1[N:28]([CH3:30])[CH:29]=[C:25]([NH:24][C:22]([C:17]2[C:16]([C:13]3[CH:12]=[CH:11][C:10]([C:9]([F:35])([F:8])[F:34])=[CH:15][CH:14]=3)=[CH:21][CH:20]=[CH:19][CH:18]=2)=[O:23])[CH:26]=1)=[O:32])=[O:7], predict the reactants needed to synthesize it. (2) Given the product [C:1]([C:9]1[CH:10]=[CH:11][C:12](=[O:19])[N:13]([CH3:18])[C:14]=1[NH:24][CH:20]1[CH2:23][CH2:22][CH2:21]1)(=[O:8])[C:2]1[CH:3]=[CH:4][CH:5]=[CH:6][CH:7]=1, predict the reactants needed to synthesize it. The reactants are: [C:1]([C:9]1[CH:10]=[CH:11][C:12](=[O:19])[N:13]([CH3:18])[C:14]=1SCC)(=[O:8])[C:2]1[CH:7]=[CH:6][CH:5]=[CH:4][CH:3]=1.[CH:20]1([NH2:24])[CH2:23][CH2:22][CH2:21]1. (3) Given the product [F:1][C:2]1[CH:3]=[C:4]([CH:12]=[C:13]([F:15])[C:14]=1[B:25]1[O:29][C:28]([CH3:31])([CH3:30])[C:27]([CH3:33])([CH3:32])[O:26]1)[O:5][CH:6]1[CH2:11][CH2:10][CH2:9][O:8][CH2:7]1, predict the reactants needed to synthesize it. The reactants are: [F:1][C:2]1[CH:3]=[C:4]([CH:12]=[C:13]([F:15])[CH:14]=1)[O:5][CH:6]1[CH2:11][CH2:10][CH2:9][O:8][CH2:7]1.[Li]CCCC.C(O[B:25]1[O:29][C:28]([CH3:31])([CH3:30])[C:27]([CH3:33])([CH3:32])[O:26]1)(C)C. (4) The reactants are: [F:1][C:2]([F:23])([F:22])[C:3]([NH:5][C:6]1[CH:11]=[CH:10][CH:9]=[C:8]([O:12][C:13]2[CH:18]=[CH:17][C:16]([N+:19]([O-])=O)=[CH:15][CH:14]=2)[CH:7]=1)=[O:4]. Given the product [NH2:19][C:16]1[CH:17]=[CH:18][C:13]([O:12][C:8]2[CH:7]=[C:6]([NH:5][C:3](=[O:4])[C:2]([F:1])([F:22])[F:23])[CH:11]=[CH:10][CH:9]=2)=[CH:14][CH:15]=1, predict the reactants needed to synthesize it. (5) Given the product [CH3:44][N:43]([CH2:42][C:40]1[CH:39]=[CH:38][N:37]=[C:36]([O:28][CH:25]2[CH2:26][CH2:27][CH:22]([N:12]([C:11]3[CH:10]=[C:9]([C:29]#[C:30][C:31]([CH3:32])([CH3:33])[CH3:34])[S:8][C:7]=3[C:5]([O-:4])=[O:6])[C:13]([CH:15]3[CH2:20][CH2:19][CH:18]([CH3:21])[CH2:17][CH2:16]3)=[O:14])[CH2:23][CH2:24]2)[CH:41]=1)[CH3:45].[Na+:2], predict the reactants needed to synthesize it. The reactants are: [H-].[Na+:2].C[O:4][C:5]([C:7]1[S:8][C:9]([C:29]#[C:30][C:31]([CH3:34])([CH3:33])[CH3:32])=[CH:10][C:11]=1[N:12]([CH:22]1[CH2:27][CH2:26][CH:25]([OH:28])[CH2:24][CH2:23]1)[C:13]([CH:15]1[CH2:20][CH2:19][CH:18]([CH3:21])[CH2:17][CH2:16]1)=[O:14])=[O:6].F[C:36]1[CH:41]=[C:40]([CH2:42][N:43]([CH3:45])[CH3:44])[CH:39]=[CH:38][N:37]=1.[OH-].[Na+]. (6) Given the product [C:2]([C:5]1[CH:13]=[CH:12][C:8]([C:9]([OH:11])=[O:10])=[CH:7][C:6]=1[S:14]([N:17]1[C:25]2[C:20](=[CH:21][CH:22]=[CH:23][CH:24]=2)[CH2:19][CH2:18]1)(=[O:16])=[O:15])#[N:3], predict the reactants needed to synthesize it. The reactants are: [Cu][C:2]#[N:3].Br[C:5]1[CH:13]=[CH:12][C:8]([C:9]([OH:11])=[O:10])=[CH:7][C:6]=1[S:14]([N:17]1[C:25]2[C:20](=[CH:21][CH:22]=[CH:23][CH:24]=2)[CH2:19][CH2:18]1)(=[O:16])=[O:15].CCOC(C)=O.O.